This data is from Catalyst prediction with 721,799 reactions and 888 catalyst types from USPTO. The task is: Predict which catalyst facilitates the given reaction. (1) Reactant: C(OC(=O)[NH:7][C:8]1[O:9][CH2:10][C@@:11]2([C:21]3[C:16](=[CH:17][CH:18]=[C:19]([NH:22][C:23]([C:25]4[CH:30]=[N:29][C:28]([O:31][CH3:32])=[CH:27][N:26]=4)=[O:24])[CH:20]=3)[O:15][C:14]([CH3:34])([CH3:33])[C:13]32[CH2:36][CH2:35]3)[N:12]=1)(C)(C)C.FC(F)(F)C(O)=O. Product: [NH2:7][C:8]1[O:9][CH2:10][C@@:11]2([C:21]3[C:16](=[CH:17][CH:18]=[C:19]([NH:22][C:23]([C:25]4[CH:30]=[N:29][C:28]([O:31][CH3:32])=[CH:27][N:26]=4)=[O:24])[CH:20]=3)[O:15][C:14]([CH3:33])([CH3:34])[C:13]32[CH2:35][CH2:36]3)[N:12]=1. The catalyst class is: 22. (2) Reactant: [F:1][C:2]([F:20])([F:19])[C:3]1[CH:8]=[CH:7][C:6]([C:9]2[CH:17]=[CH:16][CH:15]=[C:14]3[C:10]=2[C:11]([NH2:18])=[N:12][NH:13]3)=[CH:5][CH:4]=1.CC1(C)OC(=O)[CH:25]([C:29]([CH:31]2[CH2:36][CH2:35][N:34]([C:37]([O:39][C:40]([CH3:43])([CH3:42])[CH3:41])=[O:38])[CH2:33][CH2:32]2)=O)[C:24](=O)[O:23]1.P([O-])([O-])([O-])=O.[K+].[K+].[K+]. Product: [O:23]=[C:24]1[CH:25]=[C:29]([CH:31]2[CH2:36][CH2:35][N:34]([C:37]([O:39][C:40]([CH3:43])([CH3:42])[CH3:41])=[O:38])[CH2:33][CH2:32]2)[N:12]2[N:13]=[C:14]3[C:10]([C:9]([C:6]4[CH:5]=[CH:4][C:3]([C:2]([F:1])([F:19])[F:20])=[CH:8][CH:7]=4)=[CH:17][CH:16]=[CH:15]3)=[C:11]2[NH:18]1. The catalyst class is: 10. (3) Reactant: [Cl:1][C:2]1[CH:23]=[CH:22][C:5]([CH2:6][N:7]2[C:12](SC)=[N:11][C:10](=[O:15])[N:9]([CH2:16][C:17]([O:19][CH3:20])=[O:18])[C:8]2=[O:21])=[CH:4][CH:3]=1.[F:24][C:25]1[CH:26]=[C:27]([CH:29]=[CH:30][C:31]=1[O:32][CH:33]([CH3:35])[CH3:34])[NH2:28].C(O)(C)(C)C.C(=O)(O)[O-].[Na+]. Product: [Cl:1][C:2]1[CH:23]=[CH:22][C:5]([CH2:6][N:7]2[C:12]([NH:28][C:27]3[CH:29]=[CH:30][C:31]([O:32][CH:33]([CH3:34])[CH3:35])=[C:25]([F:24])[CH:26]=3)=[N:11][C:10](=[O:15])[N:9]([CH2:16][C:17]([O:19][CH3:20])=[O:18])[C:8]2=[O:21])=[CH:4][CH:3]=1. The catalyst class is: 15. (4) Reactant: [Cl:1][C:2]1[N:3]=[C:4](Cl)[C:5]2[CH2:10][N:9]([C:11]([O:13][CH2:14][CH:15]3[C:27]4[CH:26]=[CH:25][CH:24]=[CH:23][C:22]=4[C:21]4[C:16]3=[CH:17][CH:18]=[CH:19][CH:20]=4)=[O:12])[CH2:8][C:6]=2[N:7]=1.[SH:29][C:30]1[CH:35]=[CH:34][C:33]([NH:36][C:37]([CH:39]2[CH2:41][CH2:40]2)=[O:38])=[CH:32][CH:31]=1. The catalyst class is: 1. Product: [Cl:1][C:2]1[N:3]=[C:4]([S:29][C:30]2[CH:31]=[CH:32][C:33]([NH:36][C:37]([CH:39]3[CH2:40][CH2:41]3)=[O:38])=[CH:34][CH:35]=2)[C:5]2[CH2:10][N:9]([C:11]([O:13][CH2:14][CH:15]3[C:16]4[CH:17]=[CH:18][CH:19]=[CH:20][C:21]=4[C:22]4[C:27]3=[CH:26][CH:25]=[CH:24][CH:23]=4)=[O:12])[CH2:8][C:6]=2[N:7]=1. (5) Reactant: [Cl:1][C:2]1[N:3]=[C:4]([Cl:11])[C:5]2[CH:10]=[CH:9][NH:8][C:6]=2[N:7]=1.[I:12]N1C(=O)CCC1=O. Product: [Cl:1][C:2]1[N:3]=[C:4]([Cl:11])[C:5]2[C:10]([I:12])=[CH:9][NH:8][C:6]=2[N:7]=1. The catalyst class is: 2. (6) Reactant: [NH2:1][C:2]([C:4]1[CH:5]=[C:6]([CH:11]=[C:12]([Cl:14])[CH:13]=1)[C:7]([O:9][CH3:10])=[O:8])=O.S(Cl)(Cl)=O. Product: [Cl:14][C:12]1[CH:11]=[C:6]([CH:5]=[C:4]([C:2]#[N:1])[CH:13]=1)[C:7]([O:9][CH3:10])=[O:8]. The catalyst class is: 9. (7) Product: [S:21](=[O:46])(=[O:45])([O:22][CH2:23][C@@H:24]1[C@@H:31]([OH:30])[C@@H:27]([OH:28])[C@H:26]([N:34]2[CH:42]=[N:41][C:40]3[C:35]2=[N:36][CH:37]=[N:38][C:39]=3[CH2:43][CH3:44])[O:25]1)[NH2:20]. The catalyst class is: 484. Reactant: C([NH:20][S:21](=[O:46])(=[O:45])[O:22][CH2:23][C@@H:24]1[C@@H:31]2[C@@H:27]([O:28]C(C)(C)[O:30]2)[C@H:26]([N:34]2[CH:42]=[N:41][C:40]3[C:35]2=[N:36][CH:37]=[N:38][C:39]=3[CH2:43][CH3:44])[O:25]1)(C1C=CC=CC=1)(C1C=CC=CC=1)C1C=CC=CC=1.